From a dataset of Catalyst prediction with 721,799 reactions and 888 catalyst types from USPTO. Predict which catalyst facilitates the given reaction. (1) Reactant: [CH2:1]([C:3]1[C:4](NN)=[N:5][CH:6]=[N:7][C:8]=1[C:9]1[O:10][CH:11]=[CH:12][CH:13]=1)[CH3:2].C(#N)C.C1(C)C=CC(S(Cl)(=O)=O)=CC=1.N1C=CC=CC=1. Product: [CH2:1]([C:3]1[C:8]([C:9]2[O:10][CH:11]=[CH:12][CH:13]=2)=[N:7][CH:6]=[N:5][CH:4]=1)[CH3:2]. The catalyst class is: 6. (2) Reactant: Cl[C:2]1[C:3]2[C:10]([I:11])=[CH:9][N:8]([C@@H:12]3[O:22][C@H:21]([CH2:23][O:24]C(=O)C)[C@@H:16]([O:17]C(=O)C)[C@H:13]3[O:14][CH3:15])[C:4]=2[N:5]=[CH:6][N:7]=1.[NH3:28]. Product: [NH2:28][C:2]1[C:3]2[C:10]([I:11])=[CH:9][N:8]([C@@H:12]3[O:22][C@H:21]([CH2:23][OH:24])[C@@H:16]([OH:17])[C@H:13]3[O:14][CH3:15])[C:4]=2[N:5]=[CH:6][N:7]=1. The catalyst class is: 5.